Dataset: Full USPTO retrosynthesis dataset with 1.9M reactions from patents (1976-2016). Task: Predict the reactants needed to synthesize the given product. (1) Given the product [Cl:14][C:15]1[CH:38]=[CH:37][C:36]([C:39]([F:40])([F:41])[F:42])=[CH:35][C:16]=1[C:17]([NH:19][C@H:20]1[CH2:25][CH2:24][C@H:23]([CH2:26][N:7]2[C:8]3[C:4](=[CH:3][C:2]([Cl:1])=[CH:10][CH:9]=3)[CH2:5][C:6]2=[O:11])[CH2:22][CH2:21]1)=[O:18], predict the reactants needed to synthesize it. The reactants are: [Cl:1][C:2]1[CH:3]=[C:4]2[C:8](=[CH:9][CH:10]=1)[NH:7][C:6](=[O:11])[CH2:5]2.[H-].[Na+].[Cl:14][C:15]1[CH:38]=[CH:37][C:36]([C:39]([F:42])([F:41])[F:40])=[CH:35][C:16]=1[C:17]([NH:19][CH:20]1[CH2:25][CH2:24][CH:23]([CH2:26]OS(C(F)(F)F)(=O)=O)[CH2:22][CH2:21]1)=[O:18]. (2) Given the product [CH3:19][O:20][C:21]1[CH:22]=[C:23]([CH:29]([OH:30])[CH2:31][N:6]2[C:7]3[CH:8]=[CH:9][C:10]([CH3:16])=[CH:11][C:12]=3[C:13]3[CH2:14][CH2:15][N:2]([CH3:1])[CH2:3][CH2:4][C:5]2=3)[CH:24]=[CH:25][C:26]=1[O:27][CH3:28], predict the reactants needed to synthesize it. The reactants are: [CH3:1][N:2]1[CH2:15][CH2:14][C:13]2[C:12]3[CH:11]=[C:10]([CH3:16])[CH:9]=[CH:8][C:7]=3[NH:6][C:5]=2[CH2:4][CH2:3]1.[H-].[Na+].[CH3:19][O:20][C:21]1[CH:22]=[C:23]([CH:29]2[CH2:31][O:30]2)[CH:24]=[CH:25][C:26]=1[O:27][CH3:28]. (3) Given the product [CH3:28][NH:27][C:14]1[C:13]2[C:18](=[CH:19][CH:20]=[C:11]([C:7]3[CH:8]=[CH:9][CH:10]=[C:5]([O:4][CH2:3][CH2:2][NH:32][CH2:31][C:30]([F:34])([F:33])[F:29])[CH:6]=3)[CH:12]=2)[N:17]=[C:16]([C:21]2[CH:22]=[N:23][CH:24]=[CH:25][CH:26]=2)[N:15]=1, predict the reactants needed to synthesize it. The reactants are: Cl[CH2:2][CH2:3][O:4][C:5]1[CH:6]=[C:7]([C:11]2[CH:12]=[C:13]3[C:18](=[CH:19][CH:20]=2)[N:17]=[C:16]([C:21]2[CH:22]=[N:23][CH:24]=[CH:25][CH:26]=2)[N:15]=[C:14]3[NH:27][CH3:28])[CH:8]=[CH:9][CH:10]=1.[F:29][C:30]([F:34])([F:33])[CH2:31][NH2:32].[I-].[K+].CCN(C(C)C)C(C)C. (4) Given the product [CH3:24][C:25]1[CH:30]=[C:29]([C:2]2[CH:7]=[CH:6][C:5]([O:8][CH:9]3[CH2:12][N:11]([CH2:13][C:14]4[CH:19]=[CH:18][C:17]([C:20]([F:23])([F:22])[F:21])=[CH:16][CH:15]=4)[CH2:10]3)=[CH:4][N:3]=2)[CH:28]=[CH:27][C:26]=1[C:40]([N:42]1[CH2:46][CH2:45][CH2:44][CH2:43]1)=[O:41], predict the reactants needed to synthesize it. The reactants are: Br[C:2]1[CH:7]=[CH:6][C:5]([O:8][CH:9]2[CH2:12][N:11]([CH2:13][C:14]3[CH:19]=[CH:18][C:17]([C:20]([F:23])([F:22])[F:21])=[CH:16][CH:15]=3)[CH2:10]2)=[CH:4][N:3]=1.[CH3:24][C:25]1[CH:30]=[C:29](B2OC(C)(C)C(C)(C)O2)[CH:28]=[CH:27][C:26]=1[C:40]([N:42]1[CH2:46][CH2:45][CH2:44][CH2:43]1)=[O:41]. (5) The reactants are: [OH:1][CH2:2][CH:3]1[O:7][C:6](=[O:8])[N:5]([CH:9]([CH3:11])C)[CH2:4]1.[CH:12]1[CH:17]=[CH:16][C:15](CCN)=[CH:14][CH:13]=1.C(N)(C)C. Given the product [OH:1][CH2:2][CH:3]1[O:7][C:6](=[O:8])[N:5]([CH2:9][CH2:11][C:12]2[CH:17]=[CH:16][CH:15]=[CH:14][CH:13]=2)[CH2:4]1, predict the reactants needed to synthesize it. (6) Given the product [CH3:18][C:19]1[N:20]=[CH:21][N:22]([C:2]2[CH:7]=[CH:6][C:5]([C:8]3[C:9](=[O:17])[NH:10][C:11]4([CH2:16][CH2:15][CH2:14][CH2:13]4)[N:12]=3)=[CH:4][CH:3]=2)[C:23]=1[CH3:24], predict the reactants needed to synthesize it. The reactants are: Br[C:2]1[CH:7]=[CH:6][C:5]([C:8]2[C:9](=[O:17])[NH:10][C:11]3([CH2:16][CH2:15][CH2:14][CH2:13]3)[N:12]=2)=[CH:4][CH:3]=1.[CH3:18][C:19]1[N:20]=[CH:21][NH:22][C:23]=1[CH3:24].CC(C)([O-])C.[K+].N1C=CN=C1. (7) Given the product [CH3:32][C:17]1[CH:18]=[C:19]([NH:21][C:22]2[CH:27]=[C:26]([C:28]([F:31])([F:30])[F:29])[CH:25]=[CH:24][N:23]=2)[N:20]=[C:15]([C:13]2[N:12]=[N:11][N:10]([CH2:1][CH:2]([OH:37])[CH:3]([C:4]3[CH:5]=[CH:6][CH:7]=[CH:8][CH:9]=3)[OH:46])[CH:14]=2)[CH:16]=1, predict the reactants needed to synthesize it. The reactants are: [CH2:1]([N:10]1[CH:14]=[C:13]([C:15]2[N:20]=[C:19]([NH:21][C:22]3[CH:27]=[C:26]([C:28]([F:31])([F:30])[F:29])[CH:25]=[CH:24][N:23]=3)[CH:18]=[C:17]([CH3:32])[CH:16]=2)[N:12]=[N:11]1)[CH:2]=[CH:3][C:4]1[CH:9]=[CH:8][CH:7]=[CH:6][CH:5]=1.C[N+]1([O-])CC[O:37]CC1.C1COCC1.[OH2:46]. (8) The reactants are: [Cl:1][C:2]1[CH:3]=[C:4]([OH:11])[CH:5]=[C:6]([F:10])[C:7]=1[CH2:8][OH:9].[CH2:12](Br)[CH2:13][CH2:14][CH3:15]. Given the product [CH2:12]([O:11][C:4]1[CH:5]=[C:6]([F:10])[C:7]([CH2:8][OH:9])=[C:2]([Cl:1])[CH:3]=1)[CH2:13][CH2:14][CH3:15], predict the reactants needed to synthesize it.